The task is: Predict the reactants needed to synthesize the given product.. This data is from Full USPTO retrosynthesis dataset with 1.9M reactions from patents (1976-2016). Given the product [Cl:1][C:2]1[N:6]2[CH:7]=[CH:8][CH:9]=[C:10]([CH3:11])[C:5]2=[N:4][C:3]=1[CH2:12][C@@H:13]1[CH2:18][CH2:17][CH2:16][CH2:15][NH:14]1, predict the reactants needed to synthesize it. The reactants are: [Cl:1][C:2]1[N:6]2[CH:7]=[CH:8][CH:9]=[C:10]([CH3:11])[C:5]2=[N:4][C:3]=1[CH2:12][C@@H:13]1[CH2:18][CH2:17][CH2:16][CH2:15][N:14]1C(OC(C)(C)C)=O.